This data is from Full USPTO retrosynthesis dataset with 1.9M reactions from patents (1976-2016). The task is: Predict the reactants needed to synthesize the given product. (1) The reactants are: C(N(CC)CC)C.[C:8](C1NC=CN=1)(=[O:10])[CH3:9].Cl.[NH2:17][C@@H:18]([CH2:37][C:38]1[CH:43]=[C:42]([F:44])[CH:41]=[C:40]([F:45])[CH:39]=1)[C@H:19]([OH:36])[CH2:20][NH:21][C@@H:22]1[C:31]2[C:26](=[CH:27][CH:28]=[C:29]([O:32][CH:33]([CH3:35])[CH3:34])[CH:30]=2)[O:25][CH2:24][CH2:23]1. Given the product [F:44][C:42]1[CH:43]=[C:38]([CH:39]=[C:40]([F:45])[CH:41]=1)[CH2:37][C@H:18]([NH:17][C:8](=[O:10])[CH3:9])[C@H:19]([OH:36])[CH2:20][NH:21][C@@H:22]1[C:31]2[C:26](=[CH:27][CH:28]=[C:29]([O:32][CH:33]([CH3:34])[CH3:35])[CH:30]=2)[O:25][CH2:24][CH2:23]1, predict the reactants needed to synthesize it. (2) Given the product [Cl:10][C:8]1[CH:7]=[C:4]2[C:3](=[C:2]([I:1])[CH:9]=1)[O:11][C:12](=[O:14])[CH:13]=[CH:5]2, predict the reactants needed to synthesize it. The reactants are: [I:1][C:2]1[CH:9]=[C:8]([Cl:10])[CH:7]=[C:4]([CH:5]=O)[C:3]=1[OH:11].[C:12](OC(=O)C)(=[O:14])[CH3:13]. (3) The reactants are: C1(O[C:8](=[O:27])[NH:9][C:10]2[S:11][C:12]3[C:18]([N:19]4[CH2:24][CH2:23][O:22][CH2:21][CH2:20]4)=[CH:17][CH:16]=[C:15]([O:25][CH3:26])[C:13]=3[N:14]=2)C=CC=CC=1.C(N(C(C)C)C(C)C)C.[OH:37][C:38]1([CH3:44])[CH2:43][CH2:42][NH:41][CH2:40][CH2:39]1. Given the product [CH3:26][O:25][C:15]1[C:13]2[N:14]=[C:10]([NH:9][C:8]([N:41]3[CH2:42][CH2:43][C:38]([OH:37])([CH3:44])[CH2:39][CH2:40]3)=[O:27])[S:11][C:12]=2[C:18]([N:19]2[CH2:20][CH2:21][O:22][CH2:23][CH2:24]2)=[CH:17][CH:16]=1, predict the reactants needed to synthesize it. (4) Given the product [C:1]([O:4][CH2:5][CH2:6][CH2:7][C@@H:8]([NH:38][S:55]([C:49]1[CH:50]=[CH:51][C:52]([O:53][CH3:54])=[C:47]([O:46][CH3:45])[CH:48]=1)(=[O:57])=[O:56])[C:9]([O:11][C@H:12]([C:23]1[CH:28]=[CH:27][C:26]([O:29][CH:30]([F:31])[F:32])=[C:25]([O:33][CH2:34][CH:35]2[CH2:37][CH2:36]2)[CH:24]=1)[CH2:13][C:14]1[C:15]([Cl:22])=[CH:16][N+:17]([O-:21])=[CH:18][C:19]=1[Cl:20])=[O:10])(=[O:3])[CH3:2], predict the reactants needed to synthesize it. The reactants are: [C:1]([O:4][CH2:5][CH2:6][CH2:7][C@@H:8]([NH2:38])[C:9]([O:11][C@H:12]([C:23]1[CH:28]=[CH:27][C:26]([O:29][CH:30]([F:32])[F:31])=[C:25]([O:33][CH2:34][CH:35]2[CH2:37][CH2:36]2)[CH:24]=1)[CH2:13][C:14]1[C:19]([Cl:20])=[CH:18][N+:17]([O-:21])=[CH:16][C:15]=1[Cl:22])=[O:10])(=[O:3])[CH3:2].N1C=CC=CC=1.[CH3:45][O:46][C:47]1[CH:48]=[C:49]([S:55](Cl)(=[O:57])=[O:56])[CH:50]=[CH:51][C:52]=1[O:53][CH3:54].